The task is: Predict the reactants needed to synthesize the given product.. This data is from Full USPTO retrosynthesis dataset with 1.9M reactions from patents (1976-2016). (1) Given the product [Cl:1][C:2]1[CH:7]=[CH:6][C:5]([O:8][CH:14]=[CH:15][CH3:16])=[CH:4][C:3]=1[N+:9]([O-:11])=[O:10], predict the reactants needed to synthesize it. The reactants are: [Cl:1][C:2]1[CH:7]=[CH:6][C:5]([OH:8])=[CH:4][C:3]=1[N+:9]([O-:11])=[O:10].[H-].[Na+].[CH2:14](Br)[CH:15]=[CH2:16]. (2) Given the product [F:8][C:9]1[CH:10]=[C:11]([N:22]2[C:26]([CH3:27])([CH3:28])[C:25](=[O:29])[N:24]([C:30]3[CH:37]=[CH:36][C:33]([C:34]#[N:35])=[C:32]([C:38]([F:41])([F:39])[F:40])[CH:31]=3)[C:23]2=[S:42])[CH:12]=[CH:13][C:14]=1[O:15][CH:16]1[CH:20]([OH:21])[CH2:19][N:18]([CH3:1])[CH2:17]1.[F:39][C:38]([F:40])([F:41])[C:32]1[CH:31]=[CH:30][CH:37]=[CH:36][C:33]=1[C:34]#[N:35], predict the reactants needed to synthesize it. The reactants are: [C:1]([BH3-])#N.[Na+].CO.Cl.[F:8][C:9]1[CH:10]=[C:11]([N:22]2[C:26]([CH3:28])([CH3:27])[C:25](=[O:29])[N:24]([C:30]3[CH:37]=[CH:36][C:33]([C:34]#[N:35])=[C:32]([C:38]([F:41])([F:40])[F:39])[CH:31]=3)[C:23]2=[S:42])[CH:12]=[CH:13][C:14]=1[O:15][CH:16]1[CH:20]([OH:21])[CH2:19][NH:18][CH2:17]1.C=O. (3) Given the product [NH2:13][C:9]1[CH:8]=[C:7]([N:2]([CH3:1])[C:3](=[O:6])[CH:4]=[CH2:5])[CH:12]=[CH:11][CH:10]=1, predict the reactants needed to synthesize it. The reactants are: [CH3:1][N:2]([C:7]1[CH:12]=[CH:11][CH:10]=[C:9]([N+:13]([O-])=O)[CH:8]=1)[C:3](=[O:6])[CH:4]=[CH2:5].[NH4+].[Cl-].